From a dataset of Forward reaction prediction with 1.9M reactions from USPTO patents (1976-2016). Predict the product of the given reaction. (1) Given the reactants [Cl:1][C:2]1[CH:7]=[CH:6][C:5]([C:8]2[CH:13]=[C:12]([C:14]([F:17])([F:16])[F:15])[N:11]=[C:10]([C:18]3[CH:23]=[CH:22][N:21]=[C:20](Cl)[CH:19]=3)[N:9]=2)=[CH:4][C:3]=1[CH3:25].[C:26]([NH:30][S:31]([C:34]1[S:35][C:36](B2OC(C)(C)C(C)(C)O2)=[CH:37][CH:38]=1)(=[O:33])=[O:32])([CH3:29])([CH3:28])[CH3:27], predict the reaction product. The product is: [C:26]([NH:30][S:31]([C:34]1[S:35][C:36]([C:20]2[CH:19]=[C:18]([C:10]3[N:9]=[C:8]([C:5]4[CH:6]=[CH:7][C:2]([Cl:1])=[C:3]([CH3:25])[CH:4]=4)[CH:13]=[C:12]([C:14]([F:16])([F:17])[F:15])[N:11]=3)[CH:23]=[CH:22][N:21]=2)=[CH:37][CH:38]=1)(=[O:32])=[O:33])([CH3:29])([CH3:27])[CH3:28]. (2) Given the reactants [CH3:1][N:2]([CH3:15])[C:3]([C@@H:5]1[CH2:8][CH2:7][N:6]1[C:9]1[CH2:13][S:12][C:11](=[O:14])[N:10]=1)=[O:4].[F:16][C:17]([F:38])([F:37])[C:18]1[CH:32]=[C:31]([C:33]([F:36])([F:35])[F:34])[CH:30]=[CH:29][C:19]=1[CH2:20][N:21]1[CH2:26][CH2:25][CH:24]([CH:27]=O)[CH2:23][CH2:22]1.C([O-])(=O)C.[NH2+]1CCCCC1, predict the reaction product. The product is: [F:38][C:17]([F:16])([F:37])[C:18]1[CH:32]=[C:31]([C:33]([F:36])([F:35])[F:34])[CH:30]=[CH:29][C:19]=1[CH2:20][N:21]1[CH2:26][CH2:25][CH:24](/[CH:27]=[C:13]2/[C:9]([N:6]3[CH2:7][CH2:8][C@H:5]3[C:3]([N:2]([CH3:15])[CH3:1])=[O:4])=[N:10][C:11](=[O:14])[S:12]/2)[CH2:23][CH2:22]1. (3) Given the reactants [CH2:1]([CH:3]([CH2:28][CH2:29][CH2:30][CH3:31])[CH2:4][O:5][C:6](=[O:27])[CH2:7][CH2:8][CH2:9][CH2:10][CH2:11][CH2:12][CH2:13][CH:14]([OH:26])[CH:15]([OH:25])[CH2:16][CH:17]([OH:24])[CH2:18][CH2:19][CH2:20][CH2:21][CH2:22][CH3:23])[CH3:2].C(O[C:37](=O)[CH2:38][CH3:39])(=O)CC.[CH3:41][C:42]1[CH:47]=CN=C(N)C=1C.[C:50](O)(=O)[CH2:51][CH3:52], predict the reaction product. The product is: [CH2:1]([CH:3]([CH2:28][CH2:29][CH2:30][CH3:31])[CH2:4][O:5][C:6](=[O:27])[CH2:7][CH2:8][CH2:9][CH2:10][CH2:11][CH2:12][CH2:13][CH:14]([O:26][CH2:39][CH2:38][CH3:37])[CH:15]([O:25][CH2:50][CH2:51][CH3:52])[CH2:16][CH:17]([O:24][CH2:41][CH2:42][CH3:47])[CH2:18][CH2:19][CH2:20][CH2:21][CH2:22][CH3:23])[CH3:2]. (4) Given the reactants [Si:1]([O:8][CH2:9][CH2:10][O:11][CH:12]1[CH2:17][CH2:16][NH:15][CH2:14][CH2:13]1)([C:4]([CH3:7])([CH3:6])[CH3:5])([CH3:3])[CH3:2].[CH2:18]([O:25][C:26]1[CH:31]=[CH:30][C:29](I)=[CH:28][CH:27]=1)[C:19]1[CH:24]=[CH:23][CH:22]=[CH:21][CH:20]=1.C1CCC(P(C2C(C3C=CC=CC=3)=CC=CC=2)C2CCCCC2)CC1.CC(C)([O-])C.[Na+], predict the reaction product. The product is: [CH2:18]([O:25][C:26]1[CH:31]=[CH:30][C:29]([N:15]2[CH2:16][CH2:17][CH:12]([O:11][CH2:10][CH2:9][O:8][Si:1]([C:4]([CH3:7])([CH3:6])[CH3:5])([CH3:3])[CH3:2])[CH2:13][CH2:14]2)=[CH:28][CH:27]=1)[C:19]1[CH:24]=[CH:23][CH:22]=[CH:21][CH:20]=1. (5) Given the reactants [CH3:1][C:2]([CH3:27])([O:5][C:6]1[CH:7]=[CH:8][C:9]2[C:10](=[O:26])[C:11]3[C:16]([O:17][C:18]=2[C:19]=1[O:20][C:21]([CH3:25])([CH3:24])[C:22]#[CH:23])=[CH:15][CH:14]=[CH:13][CH:12]=3)[C:3]#[CH:4], predict the reaction product. The product is: [CH3:1][C:2]([CH3:27])([O:5][C:6]1[CH:7]=[CH:8][C:9]2[C:10](=[O:26])[C:11]3[C:16]([O:17][C:18]=2[C:19]=1[O:20][C:21]([CH3:25])([CH3:24])[CH:22]=[CH2:23])=[CH:15][CH:14]=[CH:13][CH:12]=3)[CH:3]=[CH2:4]. (6) Given the reactants ClC1[CH:35]=[CH:34][CH:33]=[CH:32][C:3]=1[CH2:4][O:5][CH2:6][CH2:7][N:8]([C@H:25]1[CH2:30][CH2:29][C@H:28]([CH3:31])[CH2:27][CH2:26]1)[C:9](=[O:24])[NH:10][C:11]1[S:12][C:13]([S:16]CC(C)(C)C(O)=O)=[CH:14][N:15]=1.Br.BrCC1C=CC=C[N:40]=1.C([O:47][C:48](=[O:57])[CH2:49]SC1SC(N)=NC=1)C, predict the reaction product. The product is: [CH3:31][C@H:28]1[CH2:29][CH2:30][C@H:25]([N:8]([CH2:7][CH2:6][O:5][CH2:4][C:3]2[CH:32]=[CH:33][CH:34]=[CH:35][N:40]=2)[C:9](=[O:24])[NH:10][C:11]2[S:12][C:13]([S:16][CH2:49][C:48]([OH:57])=[O:47])=[CH:14][N:15]=2)[CH2:26][CH2:27]1.